Dataset: Full USPTO retrosynthesis dataset with 1.9M reactions from patents (1976-2016). Task: Predict the reactants needed to synthesize the given product. Given the product [Cl:3][C:4]1[CH:12]=[CH:11][C:10]([Cl:13])=[C:9]2[C:5]=1[C:6](=[O:15])[C:7](=[O:14])[N:8]2[CH2:17][CH2:18][CH2:19][CH2:20][CH3:21], predict the reactants needed to synthesize it. The reactants are: [H-].[Na+].[Cl:3][C:4]1[CH:12]=[CH:11][C:10]([Cl:13])=[C:9]2[C:5]=1[C:6](=[O:15])[C:7](=[O:14])[NH:8]2.Br[CH2:17][CH2:18][CH2:19][CH2:20][CH3:21].C(OCC)C.